Dataset: Forward reaction prediction with 1.9M reactions from USPTO patents (1976-2016). Task: Predict the product of the given reaction. (1) Given the reactants [C:1]1([NH:7][NH2:8])[CH:6]=[CH:5][CH:4]=[CH:3][CH:2]=1.[OH:9][C:10]1[CH:17]=[C:16]([OH:18])[CH:15]=[CH:14][C:11]=1[CH:12]=O, predict the reaction product. The product is: [C:1]1([NH:7][N:8]=[CH:12][C:11]2[CH:14]=[CH:15][C:16]([OH:18])=[CH:17][C:10]=2[OH:9])[CH:6]=[CH:5][CH:4]=[CH:3][CH:2]=1. (2) Given the reactants [Br-:1].[Br-].[Br-].C([N+](CCCC)(CCCC)CCCC)CCC.C([N+](CCCC)(CCCC)CCCC)CCC.C([N+](CCCC)(CCCC)CCCC)CCC.[CH3:55][O:56][CH2:57][CH2:58][CH2:59][O:60][C:61]1[CH:66]=[CH:65][CH:64]=[CH:63][C:62]=1[OH:67], predict the reaction product. The product is: [Br:1][C:65]1[CH:64]=[CH:63][C:62]([OH:67])=[C:61]([O:60][CH2:59][CH2:58][CH2:57][O:56][CH3:55])[CH:66]=1. (3) Given the reactants Cl.[CH3:2][NH:3][O:4][CH3:5].C(N(CC)CC)C.[CH:13]1([C:16](Cl)=[O:17])[CH2:15][CH2:14]1, predict the reaction product. The product is: [CH3:5][O:4][N:3]([CH3:2])[C:16]([CH:13]1[CH2:15][CH2:14]1)=[O:17]. (4) Given the reactants [Br:1]N1C(=O)CCC1=O.[Cl:9][C:10]1[C:11]2[CH:18]=[CH:17][NH:16][C:12]=2[N:13]=[CH:14][N:15]=1, predict the reaction product. The product is: [Br:1][C:18]1[C:11]2[C:10]([Cl:9])=[N:15][CH:14]=[N:13][C:12]=2[NH:16][CH:17]=1. (5) Given the reactants [Si:1]([O:8][C@H:9]([C:39]1[CH:40]=[N:41][C:42]([N:45]2[C:49]([CH3:50])=[CH:48][CH:47]=[C:46]2[CH3:51])=[CH:43][CH:44]=1)[CH2:10][N:11]([CH2:19][C@H:20]1[CH2:29][CH2:28][C:27]2[C:22](=[CH:23][CH:24]=[C:25](B3OC(C)(C)C(C)(C)O3)[CH:26]=2)[O:21]1)[C:12](=[O:18])[O:13][C:14]([CH3:17])([CH3:16])[CH3:15])([C:4]([CH3:7])([CH3:6])[CH3:5])([CH3:3])[CH3:2].I[C:53]1[CH:62]=[CH:61][C:56]([C:57]([O:59][CH3:60])=[O:58])=[CH:55][CH:54]=1.C(=O)([O-])[O-].[Na+].[Na+], predict the reaction product. The product is: [C:14]([O:13][C:12]([N:11]([CH2:19][C@H:20]1[CH2:29][CH2:28][C:27]2[C:22](=[CH:23][CH:24]=[C:25]([C:53]3[CH:62]=[CH:61][C:56]([C:57]([O:59][CH3:60])=[O:58])=[CH:55][CH:54]=3)[CH:26]=2)[O:21]1)[CH2:10][C@H:9]([O:8][Si:1]([C:4]([CH3:6])([CH3:7])[CH3:5])([CH3:3])[CH3:2])[C:39]1[CH:40]=[N:41][C:42]([N:45]2[C:49]([CH3:50])=[CH:48][CH:47]=[C:46]2[CH3:51])=[CH:43][CH:44]=1)=[O:18])([CH3:16])([CH3:15])[CH3:17]. (6) The product is: [F:22][C:10]([F:9])([F:21])[C:11]1[CH:12]=[CH:13][C:14]([S:17]([NH:1][C:2]2[O:6][N:5]=[C:4]([CH3:7])[C:3]=2[Br:8])(=[O:19])=[O:18])=[CH:15][CH:16]=1. Given the reactants [NH2:1][C:2]1[O:6][N:5]=[C:4]([CH3:7])[C:3]=1[Br:8].[F:9][C:10]([F:22])([F:21])[C:11]1[CH:16]=[CH:15][C:14]([S:17](Cl)(=[O:19])=[O:18])=[CH:13][CH:12]=1, predict the reaction product. (7) Given the reactants [Cl:1][C:2]1[CH:7]=[C:6]([C:8]([F:11])([F:10])[F:9])[C:5]([NH2:12])=[C:4]([C:13]#[C:14][C:15]2[CH:20]=[CH:19][CH:18]=[CH:17][C:16]=2[Cl:21])[CH:3]=1.[CH2:22]([O:24][C:25](=[O:30])[CH2:26][C:27](Cl)=[O:28])[CH3:23], predict the reaction product. The product is: [CH2:22]([O:24][C:25](=[O:30])[CH2:26][C:27]([NH:12][C:5]1[C:6]([C:8]([F:11])([F:10])[F:9])=[CH:7][C:2]([Cl:1])=[CH:3][C:4]=1[C:13]#[C:14][C:15]1[CH:20]=[CH:19][CH:18]=[CH:17][C:16]=1[Cl:21])=[O:28])[CH3:23].